This data is from Reaction yield outcomes from USPTO patents with 853,638 reactions. The task is: Predict the reaction yield, written as a fraction of the theoretical maximum amount of product (1.0 means a 100% yield; for example, 0.34 means a 34% yield). (1) The reactants are [C:1]([OH:10])(=[O:9])/[CH:2]=[CH:3]\[CH:4]=[CH:5]\[C:6]([OH:8])=[O:7].II.[CH2:13]1COC[CH2:14]1. No catalyst specified. The product is [CH:2]1([C:1]([OH:10])=[O:9])[CH2:14][CH2:13][CH:5]([C:6]([OH:8])=[O:7])[CH:4]=[CH:3]1. The yield is 0.750. (2) The product is [C:5](/[N:6]=[C:8](\[S:9][CH3:1])/[NH:7][C:10]1[CH:15]=[N:14][C:13]([C:16]([F:19])([F:17])[F:18])=[CH:12][CH:11]=1)#[N:4]. The reactants are [CH3:1][O-].[Na+].[N:4]#[C:5][NH2:6].[N:7]([C:10]1[CH:11]=[CH:12][C:13]([C:16]([F:19])([F:18])[F:17])=[N:14][CH:15]=1)=[C:8]=[S:9].IC. No catalyst specified. The yield is 0.590. (3) The yield is 0.710. The reactants are [Br:1][C:2]1[CH:3]=[C:4]([NH2:9])[C:5]([CH3:8])=[N:6][CH:7]=1.[Cl:10][CH2:11][CH2:12][CH2:13][N:14]=[C:15]=[O:16]. The catalyst is C1COCC1. The product is [Br:1][C:2]1[CH:3]=[C:4]([NH:9][C:15]([NH:14][CH2:13][CH2:12][CH2:11][Cl:10])=[O:16])[C:5]([CH3:8])=[N:6][CH:7]=1. (4) The yield is 0.830. The catalyst is C1COCC1. The reactants are [F:1][CH:2]([S:16]([C:19]1[CH:20]=[N:21][C:22]([O:25][CH3:26])=[CH:23][CH:24]=1)(=[O:18])=[O:17])[CH:3]1[CH2:8][CH2:7][N:6]([C:9]([O:11][C:12]([CH3:15])([CH3:14])[CH3:13])=[O:10])[CH2:5][CH2:4]1.[CH3:27][Si]([N-][Si](C)(C)C)(C)C.[Na+].IC. The product is [F:1][C:2]([CH:3]1[CH2:8][CH2:7][N:6]([C:9]([O:11][C:12]([CH3:13])([CH3:14])[CH3:15])=[O:10])[CH2:5][CH2:4]1)([S:16]([C:19]1[CH:20]=[N:21][C:22]([O:25][CH3:26])=[CH:23][CH:24]=1)(=[O:17])=[O:18])[CH3:27]. (5) The reactants are Cl.[CH3:2][C:3]1[C:7]([CH2:8][N:9]2[CH:13]=[C:12]([NH2:14])[CH:11]=[N:10]2)=[C:6]([CH3:15])[O:5][N:4]=1.Br[CH2:17][C:18]1[CH:25]=[CH:24][CH:23]=[CH:22][C:19]=1[C:20]#N.C(N(CC)CC)C.CN(C=[O:37])C. The catalyst is O. The product is [CH3:2][C:3]1[C:7]([CH2:8][N:9]2[CH:13]=[C:12]([N:14]3[CH2:20][C:19]4[C:18](=[CH:25][CH:24]=[CH:23][CH:22]=4)[C:17]3=[O:37])[CH:11]=[N:10]2)=[C:6]([CH3:15])[O:5][N:4]=1. The yield is 0.610.